Predict which catalyst facilitates the given reaction. From a dataset of Catalyst prediction with 721,799 reactions and 888 catalyst types from USPTO. (1) Reactant: [CH3:1][O:2][C:3]1C=[CH:11][CH:10]=[C:9]2[C:4]=1[CH:5]=[CH:6][CH:7]=[C:8]2[C:13]1[CH:18]=[CH:17][C:16]([NH2:19])=[CH:15][CH:14]=1.C1(CC([N:29]=[C:30]=[S:31])=O)C=CC=CC=1.[C:32]1([CH2:38][C:39](Cl)=[O:40])[CH:37]=[CH:36][CH:35]=[CH:34][CH:33]=1.[N:42]([K])=C=S. The catalyst class is: 881. Product: [CH3:1][O:2][C:3]1[CH:6]=[CH:7][C:8]([C:13]2[CH:18]=[CH:17][C:16]([NH:19][C:30]([NH:29][C:39](=[O:40])[CH2:38][C:32]3[CH:37]=[CH:36][CH:35]=[CH:34][CH:33]=3)=[S:31])=[CH:15][CH:14]=2)=[C:9]2[C:4]=1[CH:5]=[N:42][CH:11]=[CH:10]2. (2) Reactant: ClCCl.[F:4][C:5]1[CH:10]=[CH:9][C:8]([C@@H:11]2[C@@H:16]([N:17]([C:19](=[O:37])[C:20]([C:23]3[CH:28]=[C:27]([C:29]([F:32])([F:31])[F:30])[CH:26]=[C:25]([C:33]([F:36])([F:35])[F:34])[CH:24]=3)([CH3:22])[CH3:21])[CH3:18])[CH2:15][CH2:14][NH:13][CH2:12]2)=[C:7]([CH3:38])[CH:6]=1.[C:39]([N:42]1[CH2:47][CH2:46][C:45](=O)[CH2:44][CH2:43]1)(=[O:41])[CH3:40].C(O[BH-](OC(=O)C)OC(=O)C)(=O)C.[Na+]. Product: [C:39]([N:42]1[CH2:47][CH2:46][CH:45]([N:13]2[CH2:14][CH2:15][C@H:16]([N:17]([C:19](=[O:37])[C:20]([C:23]3[CH:24]=[C:25]([C:33]([F:34])([F:35])[F:36])[CH:26]=[C:27]([C:29]([F:30])([F:31])[F:32])[CH:28]=3)([CH3:22])[CH3:21])[CH3:18])[C@@H:11]([C:8]3[CH:9]=[CH:10][C:5]([F:4])=[CH:6][C:7]=3[CH3:38])[CH2:12]2)[CH2:44][CH2:43]1)(=[O:41])[CH3:40]. The catalyst class is: 671. (3) Reactant: [CH3:1][O:2][C:3]([C:5]1[CH:10]=[CH:9][C:8]([C:11]2[CH2:15][C:14]3([CH2:20][CH2:19][N:18](C(OC(C)(C)C)=O)[CH2:17][CH2:16]3)[O:13][N:12]=2)=[CH:7][CH:6]=1)=[O:4].C(Cl)[Cl:29].Cl. Product: [ClH:29].[CH3:1][O:2][C:3]([C:5]1[CH:10]=[CH:9][C:8]([C:11]2[CH2:15][C:14]3([CH2:20][CH2:19][NH:18][CH2:17][CH2:16]3)[O:13][N:12]=2)=[CH:7][CH:6]=1)=[O:4]. The catalyst class is: 12. (4) Reactant: C([O:4][CH2:5][C:6]1[C:11]([N:12]2[CH2:24][CH2:23][N:15]3[C:16]4[CH2:17][CH2:18][CH2:19][CH2:20][C:21]=4[CH:22]=[C:14]3[C:13]2=[O:25])=[CH:10][CH:9]=[CH:8][C:7]=1[C:26]1[N:27]=[C:28]([NH:34][C:35]2[CH:36]=[N:37][N:38]([CH:40]3[CH2:42][CH2:41]3)[CH:39]=2)[C:29](=[O:33])[N:30]([CH3:32])[CH:31]=1)(=O)C.C1COCC1.CC(O)C.O[Li].O. Product: [CH:40]1([N:38]2[CH:39]=[C:35]([NH:34][C:28]3[C:29](=[O:33])[N:30]([CH3:32])[CH:31]=[C:26]([C:7]4[C:6]([CH2:5][OH:4])=[C:11]([N:12]5[CH2:24][CH2:23][N:15]6[C:16]7[CH2:17][CH2:18][CH2:19][CH2:20][C:21]=7[CH:22]=[C:14]6[C:13]5=[O:25])[CH:10]=[CH:9][CH:8]=4)[N:27]=3)[CH:36]=[N:37]2)[CH2:42][CH2:41]1. The catalyst class is: 6. (5) Reactant: [CH2:1]([NH2:4])[CH2:2][NH2:3].C([O-])([O-])=O.[K+].[K+].CCO[C:14]([CH:16](Br)[CH2:17][CH2:18][CH:19](Br)[C:20]([O:22][CH2:23][CH3:24])=[O:21])=[O:15]. Product: [O:15]=[C:14]1[NH:4][CH2:1][CH2:2][N:3]2[C@@H:19]([C:20]([O:22][CH2:23][CH3:24])=[O:21])[CH2:18][CH2:17][C@@H:16]12. The catalyst class is: 10. (6) Reactant: Cl.[NH2:2][C@H:3]([C:6]1[CH:11]=[CH:10][CH:9]=[C:8]([N:12]2[CH2:17][CH2:16][O:15][CH2:14][CH2:13]2)[CH:7]=1)[CH2:4][OH:5].[C:18](O)(=[O:27])[CH:19]=[CH:20][C:21]1[CH:26]=[CH:25][CH:24]=[CH:23][CH:22]=1.C(Cl)CCl.C(N(CC)CC)C. Product: [OH:5][CH2:4][C@H:3]([NH:2][C:18](=[O:27])[CH:19]=[CH:20][C:21]1[CH:26]=[CH:25][CH:24]=[CH:23][CH:22]=1)[C:6]1[CH:11]=[CH:10][CH:9]=[C:8]([N:12]2[CH2:17][CH2:16][O:15][CH2:14][CH2:13]2)[CH:7]=1. The catalyst class is: 166. (7) Reactant: [NH2:1][CH:2]1[N:6]([CH3:7])[C:5](=[O:8])[C:4]([C:20]2[CH:25]=[CH:24][C:23]([F:26])=[C:22](Br)[CH:21]=2)([C:9]2[CH:14]=[CH:13][C:12]([O:15][CH:16]([F:18])[F:17])=[C:11]([CH3:19])[CH:10]=2)[NH:3]1.[CH3:28][O:29][CH2:30][CH:31]=[CH:32]B(O)O.C([O-])([O-])=O.[K+].[K+].COCCOC. Product: [NH2:1][C:2]1[N:6]([CH3:7])[C:5](=[O:8])[C:4]([C:9]2[CH:14]=[CH:13][C:12]([O:15][CH:16]([F:18])[F:17])=[C:11]([CH3:19])[CH:10]=2)([C:20]2[CH:25]=[CH:24][C:23]([F:26])=[C:22](/[CH:32]=[CH:31]/[CH2:30][O:29][CH3:28])[CH:21]=2)[N:3]=1. The catalyst class is: 6. (8) Reactant: Cl[S:2]([C:5]1[CH:14]=[CH:13][CH:12]=[C:11]([N+:15]([O-:17])=[O:16])[C:6]=1[C:7]([O:9][CH3:10])=[O:8])(=[O:4])=[O:3].[NH2:18][C:19]1[N:24]=[C:23]([O:25][CH3:26])[N:22]=[C:21]([O:27][CH3:28])[N:20]=1.[O-:29][C:30]#[N:31].[Na+].N1C=CC=CC=1. Product: [CH3:26][O:25][C:23]1[N:22]=[C:21]([O:27][CH3:28])[N:20]=[C:19]([NH:18][C:30]([NH:31][S:2]([C:5]2[CH:14]=[CH:13][CH:12]=[C:11]([N+:15]([O-:17])=[O:16])[C:6]=2[C:7]([O:9][CH3:10])=[O:8])(=[O:4])=[O:3])=[O:29])[N:24]=1. The catalyst class is: 545.